From a dataset of Forward reaction prediction with 1.9M reactions from USPTO patents (1976-2016). Predict the product of the given reaction. (1) Given the reactants CC[O:3][CH2:4][CH3:5].C[Mg]Br.[F:9][C:10]1[CH:15]=[CH:14][C:13]([S:16]([N:19]2[C:28]3[C:23](=[CH:24][C:25]([C:29]([OH:38])([C:34]([F:37])([F:36])[F:35])[C:30]([F:33])([F:32])[F:31])=[CH:26][CH:27]=3)[CH2:22][CH2:21][C@H:20]2[CH2:39]C(N(OC)C)=O)(=[O:18])=[O:17])=[CH:12][CH:11]=1, predict the reaction product. The product is: [F:9][C:10]1[CH:15]=[CH:14][C:13]([S:16]([N:19]2[C:28]3[C:23](=[CH:24][C:25]([C:29]([OH:38])([C:30]([F:31])([F:32])[F:33])[C:34]([F:36])([F:35])[F:37])=[CH:26][CH:27]=3)[CH2:22][CH2:21][C@H:20]2[CH2:39][C:4](=[O:3])[CH3:5])(=[O:17])=[O:18])=[CH:12][CH:11]=1. (2) Given the reactants [CH3:1][C:2]1[O:6][C:5]([C:7]2[CH:16]=[C:15]([C:17]([OH:19])=O)[C:14]3[C:9](=[CH:10][CH:11]=[CH:12][CH:13]=3)[N:8]=2)=[CH:4][CH:3]=1.CCN=C=NCCCN(C)C.Cl.C1C=C2N=NN(O)C2=CC=1.O.CN1CCOCC1.[CH3:50][N:51]([CH3:55])[CH2:52][CH2:53][NH2:54].[NH4+].[Cl-], predict the reaction product. The product is: [CH3:50][N:51]([CH3:55])[CH2:52][CH2:53][NH:54][C:17]([C:15]1[C:14]2[C:9](=[CH:10][CH:11]=[CH:12][CH:13]=2)[N:8]=[C:7]([C:5]2[O:6][C:2]([CH3:1])=[CH:3][CH:4]=2)[CH:16]=1)=[O:19]. (3) Given the reactants [NH2:1][C:2]1[CH:7]=[CH:6][CH:5]=[CH:4][CH:3]=1.[C:8]([OH:16])(=[O:15])[C:9]([CH2:11][C:12](O)=[O:13])=[CH2:10], predict the reaction product. The product is: [O:13]=[C:12]1[N:1]([C:2]2[CH:7]=[CH:6][CH:5]=[CH:4][CH:3]=2)[CH2:10][CH:9]([C:8]([OH:16])=[O:15])[CH2:11]1. (4) Given the reactants [C:1]([O:5][C:6]([NH:8][C@H:9]([C:16]([NH:18][C@H:19]([C:21]([OH:23])=[O:22])[CH3:20])=[O:17])[CH2:10][C:11]1[N:15]=[CH:14][NH:13][CH:12]=1)=[O:7])([CH3:4])([CH3:3])[CH3:2].Cl.CN(C)CCCN=C=NCC.O.ON1C2C=CC=CC=2N=N1.C(N(CC)C(C)C)(C)C.FC(F)(F)C(O)=O.N[C@H](C(O[CH2:69][CH2:70][O:71][C:72]1[CH:77]=[CH:76][C:75]([C:78]2[C:83]([C:84]#[N:85])=[C:82]([N:86]3[CH2:90][CH2:89][CH2:88][CH2:87]3)[N:81]=[C:80]([S:91][CH2:92][C:93]3[N:94]=[C:95]([C:98]4[CH:103]=[CH:102][C:101]([Cl:104])=[CH:100][CH:99]=4)[S:96][CH:97]=3)[C:79]=2[C:105]#[N:106])=[CH:74][CH:73]=1)=O)C, predict the reaction product. The product is: [C:1]([O:5][C:6]([NH:8][C@H:9]([C:16]([NH:18][C@H:19]([C:21]([O:23][CH2:69][CH2:70][O:71][C:72]1[CH:73]=[CH:74][C:75]([C:78]2[C:83]([C:84]#[N:85])=[C:82]([N:86]3[CH2:87][CH2:88][CH2:89][CH2:90]3)[N:81]=[C:80]([S:91][CH2:92][C:93]3[N:94]=[C:95]([C:98]4[CH:99]=[CH:100][C:101]([Cl:104])=[CH:102][CH:103]=4)[S:96][CH:97]=3)[C:79]=2[C:105]#[N:106])=[CH:76][CH:77]=1)=[O:22])[CH3:20])=[O:17])[CH2:10][C:11]1[N:15]=[CH:14][NH:13][CH:12]=1)=[O:7])([CH3:2])([CH3:3])[CH3:4]. (5) Given the reactants [CH2:1]([S:8][C:9]1[C:10](Cl)=[CH:11][C:12]([NH:15][C:16](=[O:18])[CH3:17])=[N:13][CH:14]=1)[C:2]1[CH:7]=[CH:6][CH:5]=[CH:4][CH:3]=1.[F-:20].[K+], predict the reaction product. The product is: [CH2:1]([S:8][C:9]1[C:10]([F:20])=[CH:11][C:12]([NH:15][C:16](=[O:18])[CH3:17])=[N:13][CH:14]=1)[C:2]1[CH:7]=[CH:6][CH:5]=[CH:4][CH:3]=1. (6) Given the reactants F[C:2]1[CH:7]=[C:6]([C:8]2[C:9]([C:22]3[CH:27]=[CH:26][CH:25]=[C:24]([N+:28]([O-:30])=[O:29])[CH:23]=3)=[N:10][N:11]([CH2:13][C:14]3[CH:19]=[CH:18][C:17]([O:20][CH3:21])=[CH:16][CH:15]=3)[CH:12]=2)[CH:5]=[CH:4][N:3]=1.[CH3:31][NH2:32], predict the reaction product. The product is: [CH3:21][O:20][C:17]1[CH:18]=[CH:19][C:14]([CH2:13][N:11]2[CH:12]=[C:8]([C:6]3[CH:5]=[CH:4][N:3]=[C:2]([NH:32][CH3:31])[CH:7]=3)[C:9]([C:22]3[CH:27]=[CH:26][CH:25]=[C:24]([N+:28]([O-:30])=[O:29])[CH:23]=3)=[N:10]2)=[CH:15][CH:16]=1.